Dataset: Catalyst prediction with 721,799 reactions and 888 catalyst types from USPTO. Task: Predict which catalyst facilitates the given reaction. (1) Reactant: [N:1]1([CH:10]([C:14]2[CH:19]=[CH:18][CH:17]=[CH:16][CH:15]=2)[CH2:11][CH2:12]O)[C:9]2[C:4](=[CH:5][CH:6]=[CH:7][CH:8]=2)[CH:3]=[CH:2]1.C(N(CC)CC)C.CS([Cl:31])(=O)=O.C([O-])(O)=O.[Na+].[Li+].[Cl-]. Product: [Cl:31][CH2:12][CH2:11][CH:10]([N:1]1[C:9]2[C:4](=[CH:5][CH:6]=[CH:7][CH:8]=2)[CH:3]=[CH:2]1)[C:14]1[CH:19]=[CH:18][CH:17]=[CH:16][CH:15]=1. The catalyst class is: 2. (2) Reactant: [N:1]([CH:4]([CH:25]1[O:29][C:28](=[O:30])[CH:27]([CH:31]([CH3:33])[CH3:32])[CH2:26]1)[CH2:5][CH:6]([CH:10]([C:12]1[CH:17]=[CH:16][C:15]([Cl:18])=[C:14]([O:19][CH2:20][CH2:21][CH2:22][O:23][CH3:24])[CH:13]=1)[OH:11])[CH:7]([CH3:9])[CH3:8])=[N+]=[N-].C1(P(C2C=CC=CC=2)C2C=CC=CC=2)C=CC=CC=1.[OH2:53].[CH3:54][O:55][C:56]([CH3:59])([CH3:58])[CH3:57]. Product: [Cl:18][C:15]1[CH:16]=[CH:17][C:12]([CH:10]([OH:11])[CH:6]([CH:7]([CH3:9])[CH3:8])[CH2:5][CH:4]([NH:1][C:54](=[O:53])[O:55][C:56]([CH3:59])([CH3:58])[CH3:57])[CH:25]2[CH2:26][CH:27]([CH:31]([CH3:33])[CH3:32])[C:28](=[O:30])[O:29]2)=[CH:13][C:14]=1[O:19][CH2:20][CH2:21][CH2:22][O:23][CH3:24]. The catalyst class is: 7. (3) Reactant: [I:1][C:2]1[CH:10]=[C:9]2[C:5]([CH:6]=[N:7][NH:8]2)=[C:4]([CH3:11])[CH:3]=1.[O:12]1[CH:17]=[CH:16][CH2:15][CH2:14][CH2:13]1.CS(O)(=O)=O. Product: [I:1][C:2]1[CH:10]=[C:9]2[C:5]([CH:6]=[N:7][N:8]2[CH:13]2[CH2:14][CH2:15][CH2:16][CH2:17][O:12]2)=[C:4]([CH3:11])[CH:3]=1. The catalyst class is: 571. (4) Reactant: [CH2:1]1[C:10]2[C:5](=[CH:6][CH:7]=[CH:8][CH:9]=2)[CH2:4][CH2:3][N:2]1[CH2:11][CH:12]([OH:31])[CH2:13][NH:14][C:15]([C:17]1[CH:18]=[C:19]([NH:23]C(=O)OC(C)(C)C)[CH:20]=[CH:21][CH:22]=1)=[O:16].C(O)(C(F)(F)F)=O. Product: [NH2:23][C:19]1[CH:18]=[C:17]([CH:22]=[CH:21][CH:20]=1)[C:15]([NH:14][CH2:13][CH:12]([OH:31])[CH2:11][N:2]1[CH2:3][CH2:4][C:5]2[C:10](=[CH:9][CH:8]=[CH:7][CH:6]=2)[CH2:1]1)=[O:16]. The catalyst class is: 2.